From a dataset of Reaction yield outcomes from USPTO patents with 853,638 reactions. Predict the reaction yield, written as a fraction of the theoretical maximum amount of product (1.0 means a 100% yield; for example, 0.34 means a 34% yield). The reactants are [CH3:1][C:2]1[CH:7]=[CH:6][N:5]=[C:4](/[CH:8]=[CH:9]/[C:10]([O:12][C:13]([CH3:16])([CH3:15])[CH3:14])=[O:11])[CH:3]=1. The catalyst is CO.[C].[Pd]. The product is [CH3:1][C:2]1[CH:7]=[CH:6][N:5]=[C:4]([CH2:8][CH2:9][C:10]([O:12][C:13]([CH3:16])([CH3:15])[CH3:14])=[O:11])[CH:3]=1. The yield is 0.900.